Predict the reactants needed to synthesize the given product. From a dataset of Full USPTO retrosynthesis dataset with 1.9M reactions from patents (1976-2016). (1) Given the product [ClH:37].[NH2:8][C:5]([CH3:7])([CH3:6])[C@H:4]([NH:16][C:17](=[O:33])[C:18]1[CH:23]=[CH:22][C:21]([C:24]#[C:25][C:26]#[C:27][CH2:28][C@@H:29]([OH:32])[CH2:30][OH:31])=[CH:20][CH:19]=1)[C:3]([O:2][CH3:1])=[O:34], predict the reactants needed to synthesize it. The reactants are: [CH3:1][O:2][C:3](=[O:34])[C@@H:4]([NH:16][C:17](=[O:33])[C:18]1[CH:23]=[CH:22][C:21]([C:24]#[C:25][C:26]#[C:27][CH2:28][C@@H:29]([OH:32])[CH2:30][OH:31])=[CH:20][CH:19]=1)[C:5]([NH:8]C(OC(C)(C)C)=O)([CH3:7])[CH3:6].CO.[ClH:37]. (2) Given the product [NH2:14][N:13]1[CH2:12][CH2:11][N:10]([CH2:16][CH2:17][C:18]2[C:27]3[C:22](=[CH:23][CH:24]=[C:25]([O:28][CH3:29])[N:26]=3)[N:21]=[CH:20][C:19]=2[F:30])[CH2:9][CH:8]1[CH2:7][OH:6], predict the reactants needed to synthesize it. The reactants are: CC([Si](C)(C)[O:6][CH2:7][CH:8]1[N:13]([N:14]=O)[CH2:12][CH2:11][N:10]([CH2:16][CH2:17][C:18]2[C:19]([F:30])=[CH:20][N:21]=[C:22]3[C:27]=2[N:26]=[C:25]([O:28][CH3:29])[CH:24]=[CH:23]3)[CH2:9]1)(C)C.[H-].[H-].[H-].[H-].[Li+].[Al+3]. (3) Given the product [CH:11](=[C:2](/[CH2:3][CH2:4][CH2:5][CH2:6][CH3:7])\[C:1]([O:9][CH3:10])=[O:8])/[C:12]1[CH:17]=[CH:16][CH:15]=[CH:14][CH:13]=1, predict the reactants needed to synthesize it. The reactants are: [C:1]([O:9][CH3:10])(=[O:8])[CH2:2][CH2:3][CH2:4][CH2:5][CH2:6][CH3:7].[CH:11](=O)[C:12]1[CH:17]=[CH:16][CH:15]=[CH:14][CH:13]=1. (4) Given the product [OH:23][C:15]1[C:16]2[CH:22]=[CH:21][N:20]=[CH:19][C:17]=2[N:18]=[C:13]([O:12][C:10]2[CH:9]=[N:8][N:7]([C@H:3]3[CH2:4][CH2:5][CH2:6][N:1]([C:32](=[O:31])[CH2:33][C:34]#[N:35])[CH2:2]3)[CH:11]=2)[N:14]=1, predict the reactants needed to synthesize it. The reactants are: [NH:1]1[CH2:6][CH2:5][CH2:4][C@H:3]([N:7]2[CH:11]=[C:10]([O:12][C:13]3[N:14]=[C:15]([OH:23])[C:16]4[CH:22]=[CH:21][N:20]=[CH:19][C:17]=4[N:18]=3)[CH:9]=[N:8]2)[CH2:2]1.O=C1CCC(=O)N1[O:31][C:32](=O)[CH2:33][C:34]#[N:35].